Dataset: Cav3 T-type calcium channel HTS with 100,875 compounds. Task: Binary Classification. Given a drug SMILES string, predict its activity (active/inactive) in a high-throughput screening assay against a specified biological target. The compound is o1c2c(c(N3CC(CCC3)C)c([N+]([O-])=O)c1=O)cccc2. The result is 0 (inactive).